This data is from Reaction yield outcomes from USPTO patents with 853,638 reactions. The task is: Predict the reaction yield, written as a fraction of the theoretical maximum amount of product (1.0 means a 100% yield; for example, 0.34 means a 34% yield). (1) The reactants are ClCCl.B(Br)(Br)Br.[Br:8][C:9]1[C:10](=[O:24])[N:11]([C:16]2[CH:21]=[CH:20][C:19]([O:22]C)=[CH:18][CH:17]=2)[N:12]=[CH:13][C:14]=1[Br:15]. The catalyst is O. The product is [Br:8][C:9]1[C:10](=[O:24])[N:11]([C:16]2[CH:17]=[CH:18][C:19]([OH:22])=[CH:20][CH:21]=2)[N:12]=[CH:13][C:14]=1[Br:15]. The yield is 0.970. (2) The reactants are [CH3:1][C:2]1([CH3:19])[O:7][C:6]2[C:8]([F:15])=[CH:9][C:10]([N+:12]([O-])=O)=[CH:11][C:5]=2[N:4]2[N:16]=[N:17][N:18]=[C:3]12. The catalyst is CCO.[Pd]. The product is [CH3:1][C:2]1([CH3:19])[O:7][C:6]2[C:8]([F:15])=[CH:9][C:10]([NH2:12])=[CH:11][C:5]=2[N:4]2[N:16]=[N:17][N:18]=[C:3]12. The yield is 0.720. (3) The yield is 0.990. The catalyst is CO.[Pd]. The product is [NH2:16][C:13]1[CH:14]=[CH:15][C:10]([NH:9][C:4]2[CH:3]=[C:2]([CH3:1])[N:7]=[C:6]([NH2:8])[N:5]=2)=[N:11][CH:12]=1. The reactants are [CH3:1][C:2]1[N:7]=[C:6]([NH2:8])[N:5]=[C:4]([NH:9][C:10]2[CH:15]=[CH:14][C:13]([N+:16]([O-])=O)=[CH:12][N:11]=2)[CH:3]=1. (4) The reactants are [C:9](O[C:9]([O:11][C:12]([CH3:15])([CH3:14])[CH3:13])=[O:10])([O:11][C:12]([CH3:15])([CH3:14])[CH3:13])=[O:10].[NH2:16][CH2:17][CH2:18][C:19]1[CH:24]=[CH:23][C:22]([OH:25])=[CH:21][CH:20]=1. The catalyst is O1CCCC1. The product is [C:12]([O:11][C:9](=[O:10])[NH:16][CH2:17][CH2:18][C:19]1[CH:24]=[CH:23][C:22]([OH:25])=[CH:21][CH:20]=1)([CH3:13])([CH3:14])[CH3:15]. The yield is 0.870.